Dataset: Merck oncology drug combination screen with 23,052 pairs across 39 cell lines. Task: Regression. Given two drug SMILES strings and cell line genomic features, predict the synergy score measuring deviation from expected non-interaction effect. (1) Synergy scores: synergy=-5.77. Drug 1: Cc1nc(Nc2ncc(C(=O)Nc3c(C)cccc3Cl)s2)cc(N2CCN(CCO)CC2)n1. Cell line: NCIH2122. Drug 2: COC1=C2CC(C)CC(OC)C(O)C(C)C=C(C)C(OC(N)=O)C(OC)C=CC=C(C)C(=O)NC(=CC1=O)C2=O. (2) Drug 1: O=C(CCCCCCC(=O)Nc1ccccc1)NO. Drug 2: COC1=C2CC(C)CC(OC)C(O)C(C)C=C(C)C(OC(N)=O)C(OC)C=CC=C(C)C(=O)NC(=CC1=O)C2=O. Cell line: T47D. Synergy scores: synergy=-1.01. (3) Drug 1: O=C(CCCCCCC(=O)Nc1ccccc1)NO. Drug 2: NC1CCCCC1N.O=C(O)C(=O)O.[Pt+2]. Cell line: OCUBM. Synergy scores: synergy=-1.92.